Dataset: Reaction yield outcomes from USPTO patents with 853,638 reactions. Task: Predict the reaction yield, written as a fraction of the theoretical maximum amount of product (1.0 means a 100% yield; for example, 0.34 means a 34% yield). (1) The reactants are [CH3:1][O:2][C:3]1[CH:13]=[CH:12][C:6]([CH:7]=[CH:8][C:9]([OH:11])=[O:10])=[CH:5][CH:4]=1.S(=O)(=O)(O)O.[CH3:19]O. No catalyst specified. The product is [CH3:1][O:2][C:3]1[CH:13]=[CH:12][C:6](/[CH:7]=[CH:8]/[C:9]([O:11][CH3:19])=[O:10])=[CH:5][CH:4]=1. The yield is 0.960. (2) The reactants are [NH2:1][CH2:2][C:3]1[N:4]=[C:5]([NH:8][C:9]([NH:11][C:12]2[CH:17]=[CH:16][C:15]([CH3:18])=[CH:14][C:13]=2[C:19]([CH:21]2[CH2:25][CH2:24][CH2:23][CH2:22]2)=[O:20])=[O:10])[S:6][CH:7]=1.CC([O:30][C:31]([NH:33][CH2:34][C:35](O)=[O:36])=O)(C)C. No catalyst specified. The product is [CH:21]1([C:19]([C:13]2[CH:14]=[C:15]([CH3:18])[CH:16]=[CH:17][C:12]=2[NH:11][C:9]([NH:8][C:5]2[S:6][CH:7]=[C:3]([CH2:2][N:1]3[C:35](=[O:36])[CH2:34][NH:33][C:31]3=[O:30])[N:4]=2)=[O:10])=[O:20])[CH2:25][CH2:24][CH2:23][CH2:22]1. The yield is 0.690. (3) The reactants are [OH:1][CH2:2][CH2:3][O:4][C:5]1([C:13]2[S:14][C:15]([C:18]3[CH:19]=[C:20]([N:25]([C:33]4[N:38]=[C:37]([C:39]([F:42])([F:41])[F:40])[CH:36]=[CH:35][N:34]=4)C(=O)OC(C)(C)C)[CH:21]=[C:22]([CH3:24])[CH:23]=3)=[CH:16][N:17]=2)[CH2:11][CH2:10][C:9](=[O:12])[NH:8][CH2:7][CH2:6]1.C(O)(C(F)(F)F)=O. The catalyst is C(#N)C.O. The product is [OH:1][CH2:2][CH2:3][O:4][C:5]1([C:13]2[S:14][C:15]([C:18]3[CH:19]=[C:20]([NH:25][C:33]4[N:38]=[C:37]([C:39]([F:40])([F:41])[F:42])[CH:36]=[CH:35][N:34]=4)[CH:21]=[C:22]([CH3:24])[CH:23]=3)=[CH:16][N:17]=2)[CH2:6][CH2:7][NH:8][C:9](=[O:12])[CH2:10][CH2:11]1. The yield is 0.770.